This data is from Reaction yield outcomes from USPTO patents with 853,638 reactions. The task is: Predict the reaction yield, written as a fraction of the theoretical maximum amount of product (1.0 means a 100% yield; for example, 0.34 means a 34% yield). (1) The reactants are [CH3:1][N:2]1[CH2:8][CH2:7][CH2:6][NH:5][CH2:4][CH2:3]1.[C:9]1([CH2:15][N:16]2[CH2:21][CH2:20][C:19](=O)[CH2:18][CH2:17]2)[CH:14]=[CH:13][CH:12]=[CH:11][CH:10]=1. No catalyst specified. The product is [CH3:1][N:2]1[CH2:8][CH2:7][CH2:6][N:5]([CH:19]2[CH2:18][CH2:17][N:16]([CH2:15][C:9]3[CH:14]=[CH:13][CH:12]=[CH:11][CH:10]=3)[CH2:21][CH2:20]2)[CH2:4][CH2:3]1. The yield is 0.350. (2) The reactants are [C:1]([O:5][C:6](=[O:20])[C:7]1[CH:12]=[CH:11][CH:10]=[C:9]([C:13]2[C:18]([CH3:19])=[CH:17][CH:16]=[CH:15][N:14]=2)[CH:8]=1)([CH3:4])([CH3:3])[CH3:2].NC(N)=[O:23].OO.C1(=O)OC(=O)C2=CC=CC=C12.[O-]S([O-])=O.[Na+].[Na+].C([O-])([O-])=O.[Na+].[Na+]. The catalyst is CCOC(C)=O.O. The product is [C:1]([O:5][C:6]([C:7]1[CH:8]=[C:9]([C:13]2[C:18]([CH3:19])=[CH:17][CH:16]=[CH:15][N+:14]=2[O-:23])[CH:10]=[CH:11][CH:12]=1)=[O:20])([CH3:4])([CH3:3])[CH3:2]. The yield is 0.950. (3) The reactants are [CH3:1][C:2]1[CH:3]=[C:4]([CH3:29])[C:5]2[C:6]([N:28]=1)=[N:7][N:8]1[C:13](=[O:14])[CH:12]=[C:11]([CH:15]3[CH2:20][CH2:19][N:18](C(OC(C)(C)C)=O)[CH2:17][CH2:16]3)[NH:10][C:9]=21.[ClH:30]. The catalyst is CO.O1CCOCC1. The product is [ClH:30].[CH3:1][C:2]1[CH:3]=[C:4]([CH3:29])[C:5]2[C:6]([N:28]=1)=[N:7][N:10]1[C:11]([CH:15]3[CH2:20][CH2:19][NH:18][CH2:17][CH2:16]3)=[CH:12][C:13](=[O:14])[NH:8][C:9]=21. The yield is 0.880. (4) The reactants are [OH:1][C:2]1[C:3]([C:8]([O:10][CH2:11][CH3:12])=[O:9])=[N:4][CH:5]=[CH:6][CH:7]=1.Br[CH:14]([CH3:20])[C:15]([O:17][CH2:18][CH3:19])=[O:16].C(=O)([O-])[O-].[K+].[K+]. The catalyst is CN(C)C=O. The product is [CH2:18]([O:17][C:15](=[O:16])[CH:14]([CH3:20])[O:1][C:2]1[C:3]([C:8]([O:10][CH2:11][CH3:12])=[O:9])=[N:4][CH:5]=[CH:6][CH:7]=1)[CH3:19]. The yield is 0.730. (5) The reactants are [Br:1][C:2]1[CH:3]=[CH:4][C:5]2[C:11](=[O:12])[CH2:10][CH2:9][CH2:8][O:7][C:6]=2[CH:13]=1.[Br:14]Br. The catalyst is C(OCC)C. The product is [Br:14][CH:10]1[CH2:9][CH2:8][O:7][C:6]2[CH:13]=[C:2]([Br:1])[CH:3]=[CH:4][C:5]=2[C:11]1=[O:12]. The yield is 0.970. (6) The reactants are [OH:1][C:2]1[CH:3]=[C:4]([CH:8]=[CH:9][C:10]=1[O:11][CH3:12])[C:5]([OH:7])=[O:6].OS(O)(=O)=O.C([O-])(O)=O.[Na+].[CH3:23][CH2:24]O. No catalyst specified. The product is [OH:1][C:2]1[CH:3]=[C:4]([CH:8]=[CH:9][C:10]=1[O:11][CH3:12])[C:5]([O:7][CH2:23][CH3:24])=[O:6]. The yield is 0.830. (7) The reactants are Cl[C:2]1[CH:11]=[CH:10][C:9]2[C:4](=[CH:5][CH:6]=[C:7]([O:12][CH3:13])[CH:8]=2)[N:3]=1.[NH2:14][C:15]1[CH:20]=[C:19]([C:21]([O:23][CH3:24])=[O:22])[CH:18]=[CH:17][C:16]=1B(O)O.C([O-])([O-])=O.[K+].[K+].O. The catalyst is COCCO.O.C1C=CC(P(C2C=CC=CC=2)[C-]2C=CC=C2)=CC=1.C1C=CC(P(C2C=CC=CC=2)[C-]2C=CC=C2)=CC=1.Cl[Pd]Cl.[Fe+2]. The product is [NH2:14][C:15]1[CH:20]=[C:19]([CH:18]=[CH:17][C:16]=1[C:2]1[CH:11]=[CH:10][C:9]2[C:4](=[CH:5][CH:6]=[C:7]([O:12][CH3:13])[CH:8]=2)[N:3]=1)[C:21]([O:23][CH3:24])=[O:22]. The yield is 0.190.